The task is: Binary Classification. Given a drug SMILES string, predict its activity (active/inactive) in a high-throughput screening assay against a specified biological target.. This data is from KCNQ2 potassium channel screen with 302,405 compounds. (1) The drug is Clc1c(cc(Oc2nc3n(c(=O)c2/C=C(\S(=O)(=O)c2ccc(Cl)cc2)C#N)cccc3C)cc1)C. The result is 0 (inactive). (2) The molecule is Brc1ccc(/C=C\C(=O)NC(c2ccc(cc2)CC)C)cc1. The result is 1 (active). (3) The compound is N1(CC2CCC=CC2)CCN(CC1)c1ccc(cc1)C. The result is 0 (inactive). (4) The compound is O1C(Cc2c(C1)c(nc(OCC(OC)=O)c2C#N)C)(C)C. The result is 0 (inactive). (5) The compound is S(c1n(c(=O)c2c(n1)cccc2)c1ccc(F)cc1)CC(=O)Nc1ccc(N2CCOCC2)cc1. The result is 0 (inactive).